Predict which catalyst facilitates the given reaction. From a dataset of Catalyst prediction with 721,799 reactions and 888 catalyst types from USPTO. (1) Reactant: [Br-].[CH3:2][N+:3]1([CH2:10][CH2:11][CH3:12])[CH2:8][CH2:7][CH2:6][CH2:5][CH:4]1[CH3:9].[N-:13]([S:21]([C:24]([F:27])([F:26])[F:25])(=[O:23])=[O:22])[S:14]([C:17]([F:20])([F:19])[F:18])(=[O:16])=[O:15].[Li+]. Product: [N-:13]([S:14]([C:17]([F:20])([F:18])[F:19])(=[O:16])=[O:15])[S:21]([C:24]([F:27])([F:26])[F:25])(=[O:23])=[O:22].[CH3:2][N+:3]1([CH2:10][CH2:11][CH3:12])[CH2:8][CH2:7][CH2:6][CH2:5][CH:4]1[CH3:9]. The catalyst class is: 6. (2) Reactant: [C:1]([O:5][C:6]([NH:8][C@H:9]1[CH2:13][C@@:12]([C@H:18]2[CH2:22][CH2:21][O:20][CH2:19]2)([C:14]([O:16]C)=[O:15])[CH:11]=[CH:10]1)=[O:7])([CH3:4])([CH3:3])[CH3:2].O.[OH-].[Li+].C(OC(C)(C)C)=O. Product: [C:1]([O:5][C:6]([NH:8][C@H:9]1[CH2:13][C@@:12]([C@H:18]2[CH2:22][CH2:21][O:20][CH2:19]2)([C:14]([OH:16])=[O:15])[CH:11]=[CH:10]1)=[O:7])([CH3:4])([CH3:2])[CH3:3]. The catalyst class is: 193. (3) Reactant: [CH2:1]([OH:4])[CH2:2][OH:3].C(OC)(OC)OC.C1(C)C=CC(S(O)(=O)=O)=CC=1.[CH3:23][O:24][C:25]1[CH:26]=[C:27]([CH:30]=[C:31]([O:33][CH3:34])[CH:32]=1)[CH:28]=O. Product: [CH3:34][O:33][C:31]1[CH:30]=[C:27]([CH:28]2[O:4][CH2:1][CH2:2][O:3]2)[CH:26]=[C:25]([O:24][CH3:23])[CH:32]=1. The catalyst class is: 4. (4) Reactant: C([O:3][C:4](=[O:29])[C:5]1[CH:10]=[C:9]([C:11]2[C:20]3[C:15](=[CH:16][CH:17]=[C:18]([C:21]4[CH:22]=[N:23][C:24]([O:27][CH3:28])=[CH:25][CH:26]=4)[CH:19]=3)[N:14]=[CH:13][N:12]=2)[CH:8]=[N:7][CH:6]=1)C.O[Li].O. Product: [CH3:28][O:27][C:24]1[N:23]=[CH:22][C:21]([C:18]2[CH:19]=[C:20]3[C:15](=[CH:16][CH:17]=2)[N:14]=[CH:13][N:12]=[C:11]3[C:9]2[CH:8]=[N:7][CH:6]=[C:5]([CH:10]=2)[C:4]([OH:29])=[O:3])=[CH:26][CH:25]=1. The catalyst class is: 12. (5) Reactant: [Cl:1][C:2]1[C:11]2[C:6](=[CH:7][CH:8]=[CH:9][CH:10]=2)[N:5]=[C:4]2[N:12]([C:16]3[CH:21]=[CH:20][CH:19]=[CH:18][N:17]=3)[N:13]=[C:14]([CH3:15])[C:3]=12.[Br:22]N1C(=O)CCC1=O.N(C(C)(C)C#N)=NC(C)(C)C#N. Product: [Br:22][CH2:15][C:14]1[C:3]2[C:4](=[N:5][C:6]3[C:11]([C:2]=2[Cl:1])=[CH:10][CH:9]=[CH:8][CH:7]=3)[N:12]([C:16]2[CH:21]=[CH:20][CH:19]=[CH:18][N:17]=2)[N:13]=1. The catalyst class is: 53. (6) Product: [N+:2]([C:5]1[CH:11]=[CH:10][C:8]([NH:9][CH2:13][CH2:12][C:14]2[CH:19]=[CH:18][CH:17]=[CH:16][N:15]=2)=[CH:7][CH:6]=1)([O-:4])=[O:3]. Reactant: Cl.[N+:2]([C:5]1[CH:11]=[CH:10][C:8]([NH2:9])=[CH:7][CH:6]=1)([O-:4])=[O:3].[CH:12]([C:14]1[CH:19]=[CH:18][CH:17]=[CH:16][N:15]=1)=[CH2:13].C(OCC)(=O)C. The catalyst class is: 41. (7) Reactant: I[C:2]1[CH:3]=[CH:4][C:5]2[N:6]([CH:8]=[C:9]([C:11]([O:13][CH2:14][CH3:15])=[O:12])[N:10]=2)[N:7]=1.[NH2:16][C:17]1[CH:18]=[C:19]([OH:23])[CH:20]=[CH:21][CH:22]=1.C(=O)([O-])[O-].[K+].[K+].CN(C)C=O. Product: [NH2:16][C:17]1[CH:18]=[C:19]([CH:20]=[CH:21][CH:22]=1)[O:23][C:2]1[CH:3]=[CH:4][C:5]2[N:6]([CH:8]=[C:9]([C:11]([O:13][CH2:14][CH3:15])=[O:12])[N:10]=2)[N:7]=1. The catalyst class is: 69.